Dataset: Full USPTO retrosynthesis dataset with 1.9M reactions from patents (1976-2016). Task: Predict the reactants needed to synthesize the given product. The reactants are: [Cl:1][C:2]1[CH:7]=[CH:6][C:5]([N:8]2[C:13](=[O:14])[C:12]3[CH:15]=[N:16][N:17]([C:18]4[CH:19]=[C:20]([CH:23]=[CH:24][CH:25]=4)[C:21]#[N:22])[C:11]=3[N:10]=[C:9]2[C:26]2[CH:31]=[CH:30][C:29](B3OC(C)(C)C(C)(C)O3)=[CH:28][CH:27]=2)=[CH:4][CH:3]=1.I[C:42]1[CH:47]=[N:46][CH:45]=[CH:44][N:43]=1.C(=O)([O-])[O-].[Cs+].[Cs+]. Given the product [Cl:1][C:2]1[CH:3]=[CH:4][C:5]([N:8]2[C:13](=[O:14])[C:12]3[CH:15]=[N:16][N:17]([C:18]4[CH:19]=[C:20]([CH:23]=[CH:24][CH:25]=4)[C:21]#[N:22])[C:11]=3[N:10]=[C:9]2[C:26]2[CH:27]=[CH:28][C:29]([C:42]3[CH:47]=[N:46][CH:45]=[CH:44][N:43]=3)=[CH:30][CH:31]=2)=[CH:6][CH:7]=1, predict the reactants needed to synthesize it.